From a dataset of Forward reaction prediction with 1.9M reactions from USPTO patents (1976-2016). Predict the product of the given reaction. (1) Given the reactants Br[C:2]1[CH:3]=[C:4]([NH:10][C:11]2[CH:16]=[CH:15][C:14]([N:17]3[CH2:22][CH2:21][N:20]([CH2:23][CH3:24])[CH2:19][CH2:18]3)=[CH:13][N:12]=2)[C:5](=[O:9])[N:6]([CH3:8])[CH:7]=1.[C:25]([O:28][CH2:29][C:30]1[C:35](B2OC(C)(C)C(C)(C)O2)=[CH:34][CH:33]=[CH:32][C:31]=1[N:45]1[CH2:57][CH2:56][N:48]2[C:49]3[CH2:50][CH2:51][CH2:52][CH2:53][C:54]=3[CH:55]=[C:47]2[C:46]1=[O:58])(=[O:27])[CH3:26].C([O-])([O-])=O.[Na+].[Na+].COCCOC, predict the reaction product. The product is: [C:25]([O:28][CH2:29][C:30]1[C:31]([N:45]2[CH2:57][CH2:56][N:48]3[C:49]4[CH2:50][CH2:51][CH2:52][CH2:53][C:54]=4[CH:55]=[C:47]3[C:46]2=[O:58])=[CH:32][CH:33]=[CH:34][C:35]=1[C:2]1[CH:3]=[C:4]([NH:10][C:11]2[CH:16]=[CH:15][C:14]([N:17]3[CH2:22][CH2:21][N:20]([CH2:23][CH3:24])[CH2:19][CH2:18]3)=[CH:13][N:12]=2)[C:5](=[O:9])[N:6]([CH3:8])[CH:7]=1)(=[O:27])[CH3:26]. (2) Given the reactants [C:1]1([C:7]2[N:11]=[C:10]([N:12]3[CH2:17][CH2:16][CH:15]([C:18]([O:20]CC)=[O:19])[CH2:14][CH2:13]3)[S:9][N:8]=2)[CH:6]=[CH:5][CH:4]=[CH:3][CH:2]=1.[OH-].[Na+].O1CCCC1.Cl, predict the reaction product. The product is: [C:1]1([C:7]2[N:11]=[C:10]([N:12]3[CH2:13][CH2:14][CH:15]([C:18]([OH:20])=[O:19])[CH2:16][CH2:17]3)[S:9][N:8]=2)[CH:2]=[CH:3][CH:4]=[CH:5][CH:6]=1. (3) Given the reactants [Cl:1][C:2]1[CH:7]=[CH:6][C:5]([CH2:8][C:9]([C:11]2[CH:16]=[CH:15][N:14]=[CH:13][CH:12]=2)=[O:10])=[CH:4][CH:3]=1.CO[CH:19](OC)[N:20]([CH3:22])[CH3:21], predict the reaction product. The product is: [Cl:1][C:2]1[CH:7]=[CH:6][C:5]([C:8](=[CH:19][N:20]([CH3:22])[CH3:21])[C:9]([C:11]2[CH:16]=[CH:15][N:14]=[CH:13][CH:12]=2)=[O:10])=[CH:4][CH:3]=1. (4) Given the reactants [NH2:1][C:2]1[CH:7]=[CH:6][C:5]([N:8]([CH2:16][CH2:17][C:18]2[CH:23]=[CH:22][CH:21]=[CH:20][N:19]=2)[C:9](=[O:15])[O:10][C:11]([CH3:14])([CH3:13])[CH3:12])=[CH:4][CH:3]=1.[F:24][C:25]1[CH:30]=[CH:29][C:28]([C:31]2[CH2:36][CH2:35][CH2:34][CH2:33][C:32]=2[C:37](O)=[O:38])=[CH:27][CH:26]=1.O.ON1C2C=CC=CC=2N=N1.CN(C)CCCN=C=NCC, predict the reaction product. The product is: [F:24][C:25]1[CH:26]=[CH:27][C:28]([C:31]2[CH2:36][CH2:35][CH2:34][CH2:33][C:32]=2[C:37]([NH:1][C:2]2[CH:7]=[CH:6][C:5]([N:8]([CH2:16][CH2:17][C:18]3[CH:23]=[CH:22][CH:21]=[CH:20][N:19]=3)[C:9](=[O:15])[O:10][C:11]([CH3:13])([CH3:14])[CH3:12])=[CH:4][CH:3]=2)=[O:38])=[CH:29][CH:30]=1.